Dataset: Full USPTO retrosynthesis dataset with 1.9M reactions from patents (1976-2016). Task: Predict the reactants needed to synthesize the given product. (1) Given the product [Cl:1][C:2]1[C:3]([NH:18][C:19]2[CH:23]=[C:22]([CH3:29])[NH:21][N:20]=2)=[N:4][C:5]([NH:8][C@H:9]([C:11]2[CH:16]=[CH:15][C:14]([F:17])=[CH:13][N:12]=2)[CH3:10])=[N:6][CH:7]=1, predict the reactants needed to synthesize it. The reactants are: [Cl:1][C:2]1[C:3]([NH:18][C:19]2[CH:23]=[C:22](OC(C)C)[NH:21][N:20]=2)=[N:4][C:5]([NH:8][C@H:9]([C:11]2[CH:16]=[CH:15][C:14]([F:17])=[CH:13][N:12]=2)[CH3:10])=[N:6][CH:7]=1.Cl[C:29]1N=C(NC2C=C(C)NN=2)C(Cl)=CN=1.CCN(C(C)C)C(C)C. (2) Given the product [NH2:15][CH2:14][CH2:13][CH2:12][N:6]1[C:5]([CH2:23][C:24]2[C:32]([I:33])=[CH:31][C:27]3[O:28][CH2:29][O:30][C:26]=3[CH:25]=2)=[N:4][C:3]2[C:7]1=[N:8][C:9]([F:11])=[N:10][C:2]=2[NH2:1], predict the reactants needed to synthesize it. The reactants are: [NH2:1][C:2]1[N:10]=[C:9]([F:11])[N:8]=[C:7]2[C:3]=1[N:4]=[C:5]([CH2:23][C:24]1[C:32]([I:33])=[CH:31][C:27]3[O:28][CH2:29][O:30][C:26]=3[CH:25]=1)[N:6]2[CH2:12][CH2:13][CH2:14][NH:15]C(=O)OC(C)(C)C. (3) The reactants are: [OH:1][CH:2]1[CH2:6][C:5](=[O:7])[CH:4]=[CH:3]1.CN(C1C=CC=CN=1)C.[Si:17](Cl)([C:20]([CH3:23])([CH3:22])[CH3:21])([CH3:19])[CH3:18].O. Given the product [O:7]([CH:5]1[CH2:6][C:2](=[O:1])[CH:3]=[CH:4]1)[Si:17]([C:20]([CH3:23])([CH3:22])[CH3:21])([CH3:19])[CH3:18], predict the reactants needed to synthesize it. (4) Given the product [CH:1]([C:4]1[N:8]=[C:7]([N:9]2[CH2:14][CH2:13][CH:12]([C@H:15]3[CH2:17][C@H:16]3[CH2:18][CH2:19][O:20][C:21]3[N:26]=[CH:25][C:24]([CH2:27][C:28]([OH:30])=[O:29])=[CH:23][C:22]=3[CH3:35])[CH2:11][CH2:10]2)[O:6][N:5]=1)([CH3:2])[CH3:3], predict the reactants needed to synthesize it. The reactants are: [CH:1]([C:4]1[N:8]=[C:7]([N:9]2[CH2:14][CH2:13][CH:12]([C@H:15]3[CH2:17][C@H:16]3[CH2:18][CH2:19][O:20][C:21]3[N:26]=[CH:25][C:24]([CH2:27][C:28]([O:30]C(C)(C)C)=[O:29])=[CH:23][C:22]=3[CH3:35])[CH2:11][CH2:10]2)[O:6][N:5]=1)([CH3:3])[CH3:2].Cl. (5) Given the product [OH:1][CH2:2][C@H:3]([NH:14][C:15]([C:17]1[C:22]2[O:23][CH2:24][CH2:25][CH2:26][CH2:27][C:21]=2[CH:20]=[C:19]([C:32]2[CH:33]=[CH:34][C:35]([C:36](=[O:39])[NH:37][CH3:38])=[C:30]([Cl:29])[CH:31]=2)[CH:18]=1)=[O:16])[CH2:4][C:5]1[C:13]2[C:8](=[CH:9][CH:10]=[CH:11][CH:12]=2)[NH:7][CH:6]=1, predict the reactants needed to synthesize it. The reactants are: [OH:1][CH2:2][C@H:3]([NH:14][C:15]([C:17]1[C:22]2[O:23][CH2:24][CH2:25][CH2:26][CH2:27][C:21]=2[CH:20]=[C:19](Br)[CH:18]=1)=[O:16])[CH2:4][C:5]1[C:13]2[C:8](=[CH:9][CH:10]=[CH:11][CH:12]=2)[NH:7][CH:6]=1.[Cl:29][C:30]1[CH:31]=[C:32](B(O)O)[CH:33]=[CH:34][C:35]=1[C:36](=[O:39])[NH:37][CH3:38].C(=O)([O-])[O-].[Na+].[Na+]. (6) Given the product [O:6]1[CH2:11][CH2:10][CH2:9][CH2:8][CH:7]1[O:12]/[N:13]=[C:3](\[CH3:4])/[CH2:2][OH:1], predict the reactants needed to synthesize it. The reactants are: [OH:1][CH2:2][C:3](=O)[CH3:4].[O:6]1[CH2:11][CH2:10][CH2:9][CH2:8][CH:7]1[O:12][NH2:13].C(O)(=O)C. (7) Given the product [C:16]([O:47][C@H:40]1[C:45]2[C:46](=[CH:41][CH:42]=[CH:43][CH:44]=2)[N:37]([C:35]([O:34][CH2:27][C:28]2[CH:33]=[CH:32][CH:31]=[CH:30][CH:29]=2)=[O:36])[CH2:38][CH2:39]1)(=[O:17])[CH3:15], predict the reactants needed to synthesize it. The reactants are: [Si](Cl)(C(C)(C)C)(C)C.CN(C)C=O.C(O)(=O)[CH2:15][C:16](CC(O)=O)(C(O)=O)[OH:17].[CH2:27]([O:34][C:35]([N:37]1[C:46]2[C:41](=[CH:42][CH:43]=[CH:44][CH:45]=2)[C@@H:40]([O:47][Si](C(C)(C)C)(C)C)[CH2:39][CH2:38]1)=[O:36])[C:28]1[CH:33]=[CH:32][CH:31]=[CH:30][CH:29]=1.